Dataset: Merck oncology drug combination screen with 23,052 pairs across 39 cell lines. Task: Regression. Given two drug SMILES strings and cell line genomic features, predict the synergy score measuring deviation from expected non-interaction effect. (1) Drug 1: COc1cccc2c1C(=O)c1c(O)c3c(c(O)c1C2=O)CC(O)(C(=O)CO)CC3OC1CC(N)C(O)C(C)O1. Drug 2: CNC(=O)c1cc(Oc2ccc(NC(=O)Nc3ccc(Cl)c(C(F)(F)F)c3)cc2)ccn1. Cell line: MDAMB436. Synergy scores: synergy=-16.2. (2) Drug 1: N.N.O=C(O)C1(C(=O)O)CCC1.[Pt]. Drug 2: O=C(CCCCCCC(=O)Nc1ccccc1)NO. Cell line: A375. Synergy scores: synergy=18.0. (3) Drug 1: Cn1nnc2c(C(N)=O)ncn2c1=O. Drug 2: Cn1cc(-c2cnn3c(N)c(Br)c(C4CCCNC4)nc23)cn1. Cell line: SKMEL30. Synergy scores: synergy=64.7. (4) Drug 1: Cn1nnc2c(C(N)=O)ncn2c1=O. Drug 2: Cc1nc(Nc2ncc(C(=O)Nc3c(C)cccc3Cl)s2)cc(N2CCN(CCO)CC2)n1. Cell line: SW620. Synergy scores: synergy=42.1.